From a dataset of Full USPTO retrosynthesis dataset with 1.9M reactions from patents (1976-2016). Predict the reactants needed to synthesize the given product. (1) Given the product [Cl:1][C:2]1[C:7]2[C:8]([I:13])=[N:9][NH:10][C:6]=2[CH:5]=[CH:4][N:3]=1, predict the reactants needed to synthesize it. The reactants are: [Cl:1][C:2]1[C:7]2[CH:8]=[N:9][NH:10][C:6]=2[CH:5]=[CH:4][N:3]=1.[OH-].[K+].[I:13]I.S([O-])([O-])(=O)=S.[Na+].[Na+]. (2) Given the product [Br:1][C:2]1[N:22]=[C:5]2[CH:6]=[C:7]([NH:10][C:11]([C:13]3[N:17]([CH3:18])[N:16]=[CH:15][C:14]=3[C:19]([N:23]3[CH2:26][CH2:25][CH2:24]3)=[O:21])=[O:12])[CH:8]=[CH:9][N:4]2[N:3]=1, predict the reactants needed to synthesize it. The reactants are: [Br:1][C:2]1[N:22]=[C:5]2[CH:6]=[C:7]([NH:10][C:11]([C:13]3[N:17]([CH3:18])[N:16]=[CH:15][C:14]=3[C:19]([OH:21])=O)=[O:12])[CH:8]=[CH:9][N:4]2[N:3]=1.[NH:23]1[CH2:26][CH2:25][CH2:24]1.CCCP(=O)=O.C(N(CC)C(C)C)(C)C. (3) Given the product [CH3:1][N:2]([CH3:6])[CH2:3][CH2:4][O:5][CH2:10][C:11]([O:13][C:14]([CH3:17])([CH3:16])[CH3:15])=[O:12], predict the reactants needed to synthesize it. The reactants are: [CH3:1][N:2]([CH3:6])[CH2:3][CH2:4][OH:5].[H-].[Na+].Br[CH2:10][C:11]([O:13][C:14]([CH3:17])([CH3:16])[CH3:15])=[O:12]. (4) Given the product [Cl:4][C:5]1[C:9]([Cl:10])=[C:8]([CH3:11])[NH:7][C:6]=1[C:12]([NH:14][CH:15]1[CH2:16][CH2:17][N:18]([C:21]2[C:30]3[C:25](=[CH:26][CH:27]=[CH:28][CH:29]=3)[CH:24]=[C:23]([C:31]([OH:33])=[O:32])[N:22]=2)[CH2:19][CH2:20]1)=[O:13], predict the reactants needed to synthesize it. The reactants are: O.[OH-].[Na+].[Cl:4][C:5]1[C:9]([Cl:10])=[C:8]([CH3:11])[NH:7][C:6]=1[C:12]([NH:14][CH:15]1[CH2:20][CH2:19][N:18]([C:21]2[C:30]3[C:25](=[CH:26][CH:27]=[CH:28][CH:29]=3)[CH:24]=[C:23]([C:31]([O:33]C)=[O:32])[N:22]=2)[CH2:17][CH2:16]1)=[O:13].Cl. (5) Given the product [ClH:1].[NH2:2][C:3]1[C:12]2[N:13]=[C:14]([CH2:33][CH2:34][CH2:35][CH3:36])[N:15]([CH2:16][CH2:17][CH2:18][CH2:19][NH:20][S:21]([C:24]3[CH:29]=[CH:28][CH:27]=[C:26]([NH2:30])[CH:25]=3)(=[O:23])=[O:22])[C:11]=2[C:10]2[CH:9]=[CH:8][CH:7]=[CH:6][C:5]=2[N:4]=1, predict the reactants needed to synthesize it. The reactants are: [ClH:1].[NH2:2][C:3]1[C:12]2[N:13]=[C:14]([CH2:33][CH2:34][CH2:35][CH3:36])[N:15]([CH2:16][CH2:17][CH2:18][CH2:19][NH:20][S:21]([C:24]3[CH:29]=[CH:28][CH:27]=[C:26]([N+:30]([O-])=O)[CH:25]=3)(=[O:23])=[O:22])[C:11]=2[C:10]2[CH:9]=[CH:8][CH:7]=[CH:6][C:5]=2[N:4]=1.